From a dataset of NCI-60 drug combinations with 297,098 pairs across 59 cell lines. Regression. Given two drug SMILES strings and cell line genomic features, predict the synergy score measuring deviation from expected non-interaction effect. Drug 1: C1=CC(=C2C(=C1NCCNCCO)C(=O)C3=C(C=CC(=C3C2=O)O)O)NCCNCCO. Drug 2: C1=C(C(=O)NC(=O)N1)F. Cell line: MOLT-4. Synergy scores: CSS=76.4, Synergy_ZIP=2.87, Synergy_Bliss=2.53, Synergy_Loewe=3.51, Synergy_HSA=6.41.